Dataset: hERG Central: cardiac toxicity at 1µM, 10µM, and general inhibition. Task: Predict hERG channel inhibition at various concentrations. (1) The compound is COc1ccc(S(=O)(=O)N2CCN(CC(=O)Nc3cccc(F)c3)CC2)cc1. Results: hERG_inhib (hERG inhibition (general)): blocker. (2) The molecule is O=C1CC(c2ccc(F)cc2)CC(O)=C1C=NCCN1CCN(C(=O)Nc2ccccc2)CC1. Results: hERG_inhib (hERG inhibition (general)): blocker. (3) The molecule is OC(COCc1cccs1)CN1CCN(c2ccccn2)CC1. Results: hERG_inhib (hERG inhibition (general)): blocker. (4) The compound is CC(C(=O)N(C)Cc1ccccc1)N1CCN(C/C=C/c2ccccc2)CC1. Results: hERG_inhib (hERG inhibition (general)): blocker. (5) The drug is O=C(Cc1ccccc1)N1CCN=C1SCc1ccc([N+](=O)[O-])cc1. Results: hERG_inhib (hERG inhibition (general)): blocker.